From a dataset of Peptide-MHC class I binding affinity with 185,985 pairs from IEDB/IMGT. Regression. Given a peptide amino acid sequence and an MHC pseudo amino acid sequence, predict their binding affinity value. This is MHC class I binding data. The peptide sequence is IEEQVNKTM. The MHC is HLA-A11:01 with pseudo-sequence HLA-A11:01. The binding affinity (normalized) is 0.213.